From a dataset of Experimentally validated miRNA-target interactions with 360,000+ pairs, plus equal number of negative samples. Binary Classification. Given a miRNA mature sequence and a target amino acid sequence, predict their likelihood of interaction. The miRNA is hsa-miR-876-3p with sequence UGGUGGUUUACAAAGUAAUUCA. The protein sequence of the target gene is MSTMHLLTFALLFSCSFARAACDPKIVNIGAVLSTRKHEQMFREAVNQANKRHGSWKIQLNATSVTHKPNAIQMALSVCEDLISSQVYAILVSHPPTPNDHFTPTPVSYTAGFYRIPVLGLTTRMSIYSDKSIHLSFLRTVPPYSHQSSVWFEMMRVYNWNHIILLVSDDHEGRAAQKRLETLLEERESKAEKVLQFDPGTKNVTALLMEARDLEARVIILSASEDDAATVYRAAAMLNMTGSGYVWLVGEREISGNALRYAPDGIIGLQLINGKNESAHISDAVGVVAQAVHELLEKEN.... Result: 0 (no interaction).